Predict which catalyst facilitates the given reaction. From a dataset of Catalyst prediction with 721,799 reactions and 888 catalyst types from USPTO. (1) Product: [NH:6]1[CH:2]=[N:3][C:4]([CH2:7][C:8]([O:10][CH2:11][CH3:12])=[O:9])=[N:5]1. The catalyst class is: 171. Reactant: S[C:2]1[NH:6][N:5]=[C:4]([CH2:7][C:8]([O:10][CH2:11][CH3:12])=[O:9])[N:3]=1. (2) Reactant: [OH:1][C:2]1[CH:7]=[CH:6][C:5]([CH2:8][C:9]([OH:11])=[O:10])=[CH:4][C:3]=1[N+:12]([O-:14])=[O:13].N1C=CC=CC=1.[C:21](OC(=O)C)(=[O:23])[CH3:22].Cl. Product: [C:21]([O:1][C:2]1[CH:7]=[CH:6][C:5]([CH2:8][C:9]([OH:11])=[O:10])=[CH:4][C:3]=1[N+:12]([O-:14])=[O:13])(=[O:23])[CH3:22]. The catalyst class is: 6. (3) Reactant: [N:1]([CH2:4][C:5]1[C:6]([CH3:27])=[N:7][C:8]2[N:9]([CH:19]=[C:20]([C:22]([O:24]CC)=[O:23])[N:21]=2)[C:10]=1[C:11]1[CH:16]=[CH:15][C:14]([Cl:17])=[CH:13][C:12]=1[Cl:18])=[N+:2]=[N-:3].O[Li].O. Product: [N:1]([CH2:4][C:5]1[C:6]([CH3:27])=[N:7][C:8]2[N:9]([CH:19]=[C:20]([C:22]([OH:24])=[O:23])[N:21]=2)[C:10]=1[C:11]1[CH:16]=[CH:15][C:14]([Cl:17])=[CH:13][C:12]=1[Cl:18])=[N+:2]=[N-:3]. The catalyst class is: 20. (4) Product: [F:25][CH2:24][C@@H:23]1[C@@H:22]([C:26]2[CH:27]=[CH:28][C:29]([S:32]([CH3:33])=[O:9])=[CH:30][CH:31]=2)[O:21][C:20]([CH3:35])([CH3:34])[N:19]1[C:17]([O:16][C:12]([CH3:15])([CH3:14])[CH3:13])=[O:18]. Reactant: ClC1C=CC=C(C(OO)=[O:9])C=1.[C:12]([O:16][C:17]([N:19]1[C@H:23]([CH2:24][F:25])[C@@H:22]([C:26]2[CH:31]=[CH:30][C:29]([S:32][CH3:33])=[CH:28][CH:27]=2)[O:21][C:20]1([CH3:35])[CH3:34])=[O:18])([CH3:15])([CH3:14])[CH3:13].C(=O)(O)[O-].[Na+]. The catalyst class is: 4. (5) Reactant: [CH2:1]([C@@:4]1([O:28][CH2:29][C:30]2[CH:35]=[CH:34][CH:33]=[CH:32][CH:31]=2)[C@@H:8]([CH2:9][O:10][CH2:11][C:12]2[CH:17]=[CH:16][CH:15]=[CH:14][CH:13]=2)[O:7][C@@H:6]([N:18]2[CH:26]=[C:24]([CH3:25])[C:22](=[O:23])[NH:21][C:19]2=[O:20])[C@H:5]1[OH:27])[CH:2]=C.I([O-])(=O)(=O)=[O:37].[Na+].C(O)(C)(C)C. Product: [CH2:29]([O:28][C@:4]1([CH2:1][CH2:2][OH:37])[C@@H:8]([CH2:9][O:10][CH2:11][C:12]2[CH:13]=[CH:14][CH:15]=[CH:16][CH:17]=2)[O:7][C@@H:6]([N:18]2[CH:26]=[C:24]([CH3:25])[C:22](=[O:23])[NH:21][C:19]2=[O:20])[C@H:5]1[OH:27])[C:30]1[CH:35]=[CH:34][CH:33]=[CH:32][CH:31]=1. The catalyst class is: 822. (6) Reactant: [N+:1]([C:4]1[CH:5]=[CH:6][C:7]([NH:10][CH2:11][C:12]([F:15])([F:14])[F:13])=[N:8][CH:9]=1)([O-:3])=[O:2].[C:16](=O)([O-])[O-].[Cs+].[Cs+].IC. Product: [CH3:16][N:10]([C:7]1[CH:6]=[CH:5][C:4]([N+:1]([O-:3])=[O:2])=[CH:9][N:8]=1)[CH2:11][C:12]([F:15])([F:13])[F:14]. The catalyst class is: 3. (7) Reactant: I[C:2]1[CH:3]=[C:4]([N:8]2[N:12]=[N:11][C:10]([CH2:13][N:14]([CH3:27])[C:15]3[N:19]([CH3:20])[C:18]([C:21]4[CH:26]=[CH:25][N:24]=[CH:23][CH:22]=4)=[N:17][N:16]=3)=[N:9]2)[CH:5]=[CH:6][CH:7]=1.[CH3:28][N:29](C=O)C. Product: [CH3:27][N:14]([CH2:13][C:10]1[N:11]=[N:12][N:8]([C:4]2[CH:3]=[C:2]([CH:7]=[CH:6][CH:5]=2)[C:28]#[N:29])[N:9]=1)[C:15]1[N:19]([CH3:20])[C:18]([C:21]2[CH:26]=[CH:25][N:24]=[CH:23][CH:22]=2)=[N:17][N:16]=1. The catalyst class is: 507. (8) Reactant: [Br:1][C:2]1[CH:7]=[C:6](O)[C:5]([Br:9])=[CH:4][C:3]=1[OH:10].[C:11]([O-:14])([O-])=O.[K+].[K+].Br[CH2:18][CH2:19][CH2:20][CH2:21][CH2:22][CH2:23][CH2:24][CH2:25][CH2:26][CH2:27][CH2:28][CH3:29]. Product: [Br:9][C:5]1[CH:4]=[C:3]([O:10][CH2:18][CH2:19][CH2:20][CH2:21][CH2:22][CH2:23][CH2:24][CH2:25][CH2:26][CH2:27][CH2:28][CH3:29])[C:2]([Br:1])=[CH:7][C:6]=1[O:14][CH2:11][CH2:28][CH2:27][CH2:26][CH2:25][CH2:24][CH2:23][CH2:22][CH2:21][CH2:20][CH2:19][CH3:18]. The catalyst class is: 16. (9) Reactant: [I:1]N1C(=O)CCC1=O.[Cl:9][C:10]1[N:11]=[CH:12][C:13]2[CH:18]=[CH:17][NH:16][C:14]=2[N:15]=1.S(S([O-])=O)([O-])(=O)=O.[Na+].[Na+]. Product: [Cl:9][C:10]1[N:11]=[CH:12][C:13]2[C:18]([I:1])=[CH:17][NH:16][C:14]=2[N:15]=1. The catalyst class is: 10.